From a dataset of HIV replication inhibition screening data with 41,000+ compounds from the AIDS Antiviral Screen. Binary Classification. Given a drug SMILES string, predict its activity (active/inactive) in a high-throughput screening assay against a specified biological target. (1) The molecule is C=C=C(Sc1ccccc1)C(C)(C)OC(C)=O. The result is 0 (inactive). (2) The compound is CC1=CN(c2ccccc2)S2=C1c1sc3c(c1N2c1ccc(Br)cc1)CCCC3. The result is 0 (inactive). (3) The molecule is CCCCCCC(=O)COP(=O)(OCC(=O)CCCCCC)OCC1C=CC(n2cc(C)c(=O)[nH]c2=O)O1. The result is 1 (active).